From a dataset of Catalyst prediction with 721,799 reactions and 888 catalyst types from USPTO. Predict which catalyst facilitates the given reaction. (1) Reactant: [CH3:1][C:2]1[C:10]([N+:11]([O-])=O)=[CH:9][C:5]2[N:6]=[CH:7][S:8][C:4]=2[CH:3]=1.[OH-].[Na+]. Product: [NH2:11][C:10]1[C:2]([CH3:1])=[CH:3][C:4]2[S:8][CH:7]=[N:6][C:5]=2[CH:9]=1. The catalyst class is: 823. (2) Reactant: Cl[C:2]1[C:3]([CH:5]=[C:6]([NH:10][C:11]2[C:20]3[C:15](=[CH:16][C:17]([O:23][CH2:24][CH2:25][O:26][CH3:27])=[C:18]([O:21][CH3:22])[CH:19]=3)[N:14]=[CH:13][N:12]=2)[C:7](=[O:9])[CH:8]=1)=[O:4].[F:28][C:29]1[C:34]([OH:35])=[C:33]([F:36])[C:32]([F:37])=[C:31]([F:38])[C:30]=1[F:39].C(=O)([O-])[O-].[K+].[K+]. Product: [CH3:22][O:21][C:18]1[CH:19]=[C:20]2[C:15](=[CH:16][C:17]=1[O:23][CH2:24][CH2:25][O:26][CH3:27])[N:14]=[CH:13][N:12]=[C:11]2[NH:10][C:6]1[C:7]([CH:8]=[C:2]([O:35][C:34]2[C:33]([F:36])=[C:32]([F:37])[C:31]([F:38])=[C:30]([F:39])[C:29]=2[F:28])[C:3](=[O:4])[CH:5]=1)=[O:9]. The catalyst class is: 95. (3) Reactant: Cl.O1CCOCC1.CN(C)S([N:13]1[CH:17]=[CH:16][C:15]([C:18]([C:27]2[CH:32]=[CH:31][CH:30]=[C:29]([Cl:33])[CH:28]=2)([NH:20]S(C(C)(C)C)=O)[CH3:19])=[N:14]1)(=O)=O. Product: [Cl:33][C:29]1[CH:28]=[C:27]([C:18]([NH2:20])([C:15]2[CH:16]=[CH:17][NH:13][N:14]=2)[CH3:19])[CH:32]=[CH:31][CH:30]=1. The catalyst class is: 5. (4) Reactant: [Cl:1][C:2]1[CH:3]=[CH:4][C:5]([OH:20])=[C:6]([NH:8][C:9]([NH:11][C:12]2[CH:17]=[N:16][C:15]([C:18]#[N:19])=[CH:14][N:13]=2)=[O:10])[CH:7]=1.[CH:21]1(O)[CH2:26][CH2:25][CH2:24][CH:23]=[CH:22]1.C(OC(N=NC(OC(C)(C)C)=O)=O)(C)(C)C.C1(P(C2C=CC=CC=2)C2C=CC=CC=2)C=CC=CC=1. The catalyst class is: 1. Product: [Cl:1][C:2]1[CH:3]=[CH:4][C:5]([O:20][CH:26]2[CH2:25][CH2:24][CH2:23][CH:22]=[CH:21]2)=[C:6]([NH:8][C:9]([NH:11][C:12]2[CH:17]=[N:16][C:15]([C:18]#[N:19])=[CH:14][N:13]=2)=[O:10])[CH:7]=1. (5) Reactant: [O:1]([C:8]1[CH:13]=[CH:12][CH:11]=[CH:10][C:9]=1[NH2:14])[C:2]1[CH:7]=[CH:6][CH:5]=[CH:4][CH:3]=1.[CH3:15][C:16]1([CH3:27])[CH2:20][C:19]2[CH:21]=[CH:22][CH:23]=[C:24]([CH:25]=O)[C:18]=2[O:17]1.CO.[BH4-].[Na+]. Product: [CH3:15][C:16]1([CH3:27])[CH2:20][C:19]2[CH:21]=[CH:22][CH:23]=[C:24]([CH2:25][NH:14][C:9]3[CH:10]=[CH:11][CH:12]=[CH:13][C:8]=3[O:1][C:2]3[CH:3]=[CH:4][CH:5]=[CH:6][CH:7]=3)[C:18]=2[O:17]1. The catalyst class is: 106. (6) Reactant: ClC1C=CC([C@@H]2[C@@H]([C@@H](OC3C=CC(Cl)=C(Cl)C=3)C)CCN([C:25]([CH:27]3[CH2:32][CH2:31][N:30]([C:33]4[CH:38]=[CH:37][C:36]([C:39]#[N:40])=[CH:35][N:34]=4)[CH2:29][CH2:28]3)=[O:26])C2)=CC=1.[NH:41]1[CH2:46][CH2:45][CH2:44][CH2:43][CH2:42]1.C(N1CC[C@H]([C@H]([OH:62])C)[C@@H]([C:63]2[CH:68]=[CH:67][C:66]([Cl:69])=[CH:65][CH:64]=2)C1)C1C=CC=CC=1.[F:70][C:71]1[CH:72]=[CH:73][C:74]([OH:77])=[N:75][CH:76]=1.Cl[CH:79](OC(Cl)=O)[CH3:80].CCN(C(C)C)C(C)C. Product: [C:39]([C:36]1[CH:37]=[CH:38][C:33]([N:30]2[CH2:31][CH2:32][CH:27]([C:25]([OH:26])=[O:62])[CH2:28][CH2:29]2)=[N:34][CH:35]=1)#[N:40].[Cl:69][C:66]1[CH:65]=[CH:64][C:63]([C@@H:43]2[C@@H:44]([C@@H:79]([O:77][C:74]3[CH:73]=[CH:72][C:71]([F:70])=[CH:76][N:75]=3)[CH3:80])[CH2:45][CH2:46][N:41]([C:25]([CH:27]3[CH2:28][CH2:29][N:30]([C:33]4[CH:38]=[CH:37][C:36]([C:39]#[N:40])=[CH:35][N:34]=4)[CH2:31][CH2:32]3)=[O:26])[CH2:42]2)=[CH:68][CH:67]=1. The catalyst class is: 5. (7) Reactant: [C:1]([CH2:18][CH2:19][N:20]([CH2:38][C:39]([O:41]CC=C)=[O:40])[C:21](=[O:37])[CH2:22][C:23]1[CH:24]=[N:25][C:26]([NH:29][C:30]([O:32][C:33]([CH3:36])([CH3:35])[CH3:34])=[O:31])=[CH:27][CH:28]=1)([O:3][CH2:4][CH:5]1[C:17]2[C:12](=[CH:13][CH:14]=[CH:15][CH:16]=2)[C:11]2[C:6]1=[CH:7][CH:8]=[CH:9][CH:10]=2)=[O:2].C(NC1C=CC=CC=1)C. Product: [C:1]([CH2:18][CH2:19][N:20]([CH2:38][C:39]([OH:41])=[O:40])[C:21](=[O:37])[CH2:22][C:23]1[CH:24]=[N:25][C:26]([NH:29][C:30]([O:32][C:33]([CH3:36])([CH3:34])[CH3:35])=[O:31])=[CH:27][CH:28]=1)([O:3][CH2:4][CH:5]1[C:6]2[C:11](=[CH:10][CH:9]=[CH:8][CH:7]=2)[C:12]2[C:17]1=[CH:16][CH:15]=[CH:14][CH:13]=2)=[O:2]. The catalyst class is: 176. (8) The catalyst class is: 3. Reactant: [C:1]([O:5][C:6]([N:8]([CH3:14])[C@@H:9]([CH3:13])[C:10]([OH:12])=O)=[O:7])([CH3:4])([CH3:3])[CH3:2].[NH2:15][C@@H:16]([CH:33]([CH3:35])[CH3:34])[C:17]([N:19]1[C:23]2=[N:24][CH:25]=[CH:26][CH:27]=[C:22]2[CH2:21][CH:20]1[C:28]([NH:30][CH2:31][CH3:32])=[O:29])=[O:18].CN(C(ON1N=NC2C=CC=NC1=2)=[N+](C)C)C.F[P-](F)(F)(F)(F)F.C(N(CC)CC)C.C([O-])(O)=O.[Na+]. Product: [CH2:31]([NH:30][C:28]([CH:20]1[N:19]([C:17](=[O:18])[C@@H:16]([NH:15][C:10](=[O:12])[C@@H:9]([N:8]([CH3:14])[C:6](=[O:7])[O:5][C:1]([CH3:2])([CH3:3])[CH3:4])[CH3:13])[CH:33]([CH3:34])[CH3:35])[C:23]2=[N:24][CH:25]=[CH:26][CH:27]=[C:22]2[CH2:21]1)=[O:29])[CH3:32]. (9) Reactant: [C:1]1([CH3:31])[CH:6]=[CH:5][C:4]([C:7]2[N:8]=[C:9]3[CH2:23][CH2:22][CH2:21][N:20]([C:24]([O:26][C:27]([CH3:30])([CH3:29])[CH3:28])=[O:25])[C:10]3=[N:11][C:12]=2[C:13]2[CH:18]=[CH:17][C:16]([CH3:19])=[CH:15][CH:14]=2)=[CH:3][CH:2]=1.N#N.CN(C)CCN(C)C.[CH:42]([Li])([CH2:44]C)[CH3:43].C(Br)C=C. Product: [CH2:44]([CH:21]1[N:20]([C:24]([O:26][C:27]([CH3:28])([CH3:30])[CH3:29])=[O:25])[C:10]2=[N:11][C:12]([C:13]3[CH:18]=[CH:17][C:16]([CH3:19])=[CH:15][CH:14]=3)=[C:7]([C:4]3[CH:3]=[CH:2][C:1]([CH3:31])=[CH:6][CH:5]=3)[N:8]=[C:9]2[CH2:23][CH2:22]1)[CH:42]=[CH2:43]. The catalyst class is: 316. (10) Reactant: [ClH:1].[CH:2]1([C:5](=[O:33])[CH:6]([N:14]2[CH2:19][CH2:18][CH:17]([SH:20])/[C:16](=[CH:21]\[C:22]3[N:23]([CH2:27][C:28]([O:30]CC)=[O:29])[CH:24]=[CH:25][N:26]=3)/[CH2:15]2)[C:7]2[CH:12]=[CH:11][CH:10]=[CH:9][C:8]=2[F:13])[CH2:4][CH2:3]1.Cl. Product: [ClH:1].[C:28]([CH2:27][N:23]1[CH:24]=[CH:25][N:26]=[C:22]1/[CH:21]=[C:16]1/[CH2:15][N:14]([CH:6]([C:7]2[CH:12]=[CH:11][CH:10]=[CH:9][C:8]=2[F:13])[C:5]([CH:2]2[CH2:3][CH2:4]2)=[O:33])[CH2:19][CH2:18][CH:17]/1[SH:20])([OH:30])=[O:29]. The catalyst class is: 10.